From a dataset of Forward reaction prediction with 1.9M reactions from USPTO patents (1976-2016). Predict the product of the given reaction. (1) Given the reactants [Cl:1][C:2]1[NH:7][C:6]2=[N:8][CH:9]=[CH:10][C:5]2=[C:4]([Cl:11])[N:3]=1.[H-].[Na+].[CH3:14][Si:15]([CH2:18][CH2:19]Cl)([CH3:17])[CH3:16].[OH2:21].[CH3:22]C#N, predict the reaction product. The product is: [Cl:1][C:2]1[N:3]=[C:4]([Cl:11])[C:5]2[CH:10]=[CH:9][N:8]([CH2:22][O:21][CH2:19][CH2:18][Si:15]([CH3:17])([CH3:16])[CH3:14])[C:6]=2[N:7]=1. (2) Given the reactants [C:1]([NH:4][C:5]1[C:9]([Cl:10])=[C:8](Cl)[S:7][C:6]=1[C:12]([O:14][CH3:15])=[O:13])(=[O:3])[CH3:2].[C:16]1(B(O)O)[CH:21]=[CH:20][CH:19]=[CH:18][CH:17]=1.[F-].[K+].C1COCC1, predict the reaction product. The product is: [C:1]([NH:4][C:5]1[C:9]([Cl:10])=[C:8]([C:16]2[CH:21]=[CH:20][CH:19]=[CH:18][CH:17]=2)[S:7][C:6]=1[C:12]([O:14][CH3:15])=[O:13])(=[O:3])[CH3:2]. (3) Given the reactants [O:1]=[S:2]1(=[O:25])[N:7]([CH:8]2[CH2:13][CH2:12][N:11](CC3C=CC=CC=3)[CH2:10][CH2:9]2)[CH2:6][C:5]2[CH:21]=[CH:22][CH:23]=[CH:24][C:4]=2[NH:3]1, predict the reaction product. The product is: [O:25]=[S:2]1(=[O:1])[N:7]([CH:8]2[CH2:9][CH2:10][NH:11][CH2:12][CH2:13]2)[CH2:6][C:5]2[CH:21]=[CH:22][CH:23]=[CH:24][C:4]=2[NH:3]1.